Dataset: Full USPTO retrosynthesis dataset with 1.9M reactions from patents (1976-2016). Task: Predict the reactants needed to synthesize the given product. (1) Given the product [CH3:1][C:2]1[CH:7]=[CH:6][C:5]([S:8]([O:11][CH2:12][CH:13]2[CH2:17][C:16]3[CH:18]=[CH:19][CH:20]=[C:21]([C:30]4[CH:35]=[CH:34][CH:33]=[CH:32][CH:31]=4)[C:15]=3[O:14]2)(=[O:9])=[O:10])=[CH:4][CH:3]=1, predict the reactants needed to synthesize it. The reactants are: [CH3:1][C:2]1[CH:7]=[CH:6][C:5]([S:8]([O:11][CH2:12][CH:13]2[CH2:17][C:16]3[CH:18]=[CH:19][CH:20]=[C:21](OS(C(F)(F)F)(=O)=O)[C:15]=3[O:14]2)(=[O:10])=[O:9])=[CH:4][CH:3]=1.[C:30]1(B(O)O)[CH:35]=[CH:34][CH:33]=[CH:32][CH:31]=1.P([O-])([O-])([O-])=O.[K+].[K+].[K+]. (2) Given the product [CH2:42]([O:45][C:46](=[O:49])[CH2:47][O:18][C:15]1[CH:16]=[CH:17][C:12]([S:11][CH:10]([C:20]2[S:24][C:23]([C:25]3[CH:26]=[CH:27][C:28]([C:31]([F:34])([F:33])[F:32])=[CH:29][CH:30]=3)=[N:22][C:21]=2[CH3:35])[CH2:9][C:3]2[C:4]([F:8])=[CH:5][CH:6]=[CH:7][C:2]=2[Cl:1])=[CH:13][C:14]=1[CH3:19])[CH:43]=[CH2:44], predict the reactants needed to synthesize it. The reactants are: [Cl:1][C:2]1[CH:7]=[CH:6][CH:5]=[C:4]([F:8])[C:3]=1[CH2:9][CH:10]([C:20]1[S:24][C:23]([C:25]2[CH:30]=[CH:29][C:28]([C:31]([F:34])([F:33])[F:32])=[CH:27][CH:26]=2)=[N:22][C:21]=1[CH3:35])[S:11][C:12]1[CH:17]=[CH:16][C:15]([OH:18])=[C:14]([CH3:19])[CH:13]=1.C(=O)([O-])[O-].[K+].[K+].[CH2:42]([O:45][C:46](=[O:49])[CH2:47]Br)[CH:43]=[CH2:44]. (3) Given the product [F:34][C:35]1[C:40]([F:41])=[CH:39][CH:38]=[CH:37][C:36]=1[C:2]1[CH:7]=[CH:6][N:5]=[C:4]2[N:8]([S:24]([C:27]3[CH:28]=[CH:29][C:30]([CH3:31])=[CH:32][CH:33]=3)(=[O:26])=[O:25])[C:9]([C:11]3[CH2:16][CH2:15][N:14]([C:17]([O:19][C:20]([CH3:22])([CH3:21])[CH3:23])=[O:18])[CH2:13][CH:12]=3)=[CH:10][C:3]=12, predict the reactants needed to synthesize it. The reactants are: Br[C:2]1[CH:7]=[CH:6][N:5]=[C:4]2[N:8]([S:24]([C:27]3[CH:33]=[CH:32][C:30]([CH3:31])=[CH:29][CH:28]=3)(=[O:26])=[O:25])[C:9]([C:11]3[CH2:16][CH2:15][N:14]([C:17]([O:19][C:20]([CH3:23])([CH3:22])[CH3:21])=[O:18])[CH2:13][CH:12]=3)=[CH:10][C:3]=12.[F:34][C:35]1[C:40]([F:41])=[CH:39][CH:38]=[CH:37][C:36]=1B(O)O.C(=O)([O-])[O-].[Na+].[Na+]. (4) Given the product [CH3:1][C:2]1[CH:3]=[C:4]2[C:9](=[CH:10][CH:11]=1)[N+:8]([O-:15])=[CH:7][CH:6]=[CH:5]2, predict the reactants needed to synthesize it. The reactants are: [CH3:1][C:2]1[CH:3]=[C:4]2[C:9](=[CH:10][CH:11]=1)[N:8]=[CH:7][CH:6]=[CH:5]2.OO.O.[O-:15]S([O-])=O.[Na+].[Na+]. (5) Given the product [ClH:22].[ClH:34].[CH3:1][O:2][C:3]1[CH:26]=[C:25]([CH2:27][N:28]2[CH2:33][CH2:32][O:31][CH2:30][CH2:29]2)[CH:24]=[CH:23][C:4]=1[O:5][CH2:6][CH2:7][CH2:8][CH2:9][CH2:10][O:11][C:12]1[C:21]2[C:16](=[CH:17][C:18]([Cl:22])=[CH:19][CH:20]=2)[N:15]=[CH:14][CH:13]=1, predict the reactants needed to synthesize it. The reactants are: [CH3:1][O:2][C:3]1[CH:26]=[C:25]([CH2:27][N:28]2[CH2:33][CH2:32][O:31][CH2:30][CH2:29]2)[CH:24]=[CH:23][C:4]=1[O:5][CH2:6][CH2:7][CH2:8][CH2:9][CH2:10][O:11][C:12]1[C:21]2[C:16](=[CH:17][C:18]([Cl:22])=[CH:19][CH:20]=2)[N:15]=[CH:14][CH:13]=1.[ClH:34]. (6) Given the product [Cl:87][C:85]1[CH:52]=[C:53]2[C:48](=[CH:49][C:50]=1[CH2:55][C:56]1[CH:57]=[CH:58][C:59]([CH2:62][CH3:63])=[CH:60][CH:61]=1)[C@:9]1([C@H:14]([OH:15])[C@@H:13]([OH:23])[C@H:12]([OH:31])[C@@H:11]([CH2:39][OH:40])[O:10]1)[CH2:8][CH:7]2[CH2:4][CH2:5][OH:1], predict the reactants needed to synthesize it. The reactants are: [O:1]=[O+][O-].[CH2:4]([CH:7]1[C:53]2[C:48](=[CH:49][C:50]([CH2:55][C:56]3[CH:61]=[CH:60][C:59]([CH2:62][CH3:63])=[CH:58][CH:57]=3)=C(Cl)[CH:52]=2)[C@:9]2([C@H:14]([O:15]CC3C=CC=CC=3)[C@@H:13]([O:23]CC3C=CC=CC=3)[C@H:12]([O:31]CC3C=CC=CC=3)[C@@H:11]([CH2:39][O:40]CC3C=CC=CC=3)[O:10]2)[CH2:8]1)[CH:5]=C.C1C=CC(P(C2C=CC=CC=2)C2C=CC=CC=2)=CC=1.[BH4-].[Na+].[CH2:85]([Cl:87])Cl.